Dataset: Catalyst prediction with 721,799 reactions and 888 catalyst types from USPTO. Task: Predict which catalyst facilitates the given reaction. (1) Reactant: [F:1][C:2]1([F:25])[CH2:7][CH2:6][CH:5]([CH2:8][C:9]2[N:13]3[CH:14]=[CH:15][C:16]([C:18]([OH:20])=O)=[CH:17][C:12]3=[N:11][C:10]=2[C:21]([F:24])([F:23])[F:22])[CH2:4][CH2:3]1.[NH2:26][C:27]([CH3:32])([CH2:30][OH:31])[CH2:28][OH:29].C(=O)([O-])O.[Na+]. Product: [F:1][C:2]1([F:25])[CH2:7][CH2:6][CH:5]([CH2:8][C:9]2[N:13]3[CH:14]=[CH:15][C:16]([C:18]([NH:26][C:27]([CH3:32])([CH2:30][OH:31])[CH2:28][OH:29])=[O:20])=[CH:17][C:12]3=[N:11][C:10]=2[C:21]([F:22])([F:24])[F:23])[CH2:4][CH2:3]1. The catalyst class is: 3. (2) Reactant: [Cl:1][C:2]1[CH:11]=[C:10]2[C:5]([NH:6][C:7](=O)[C:8](=O)[N:9]2[CH:12]2[CH2:14][CH2:13]2)=[CH:4][C:3]=1[F:17].C(=O)(O)[O-].[Na+].C(OCC)(=O)C. Product: [Cl:1][C:2]1[CH:11]=[C:10]2[C:5]([NH:6][CH2:7][CH2:8][N:9]2[CH:12]2[CH2:13][CH2:14]2)=[CH:4][C:3]=1[F:17]. The catalyst class is: 7. (3) Reactant: [BH4-].[Na+].[Br:3][C:4]1[C:5]([O:15][CH2:16][CH3:17])=[C:6]([C:12](=[O:14])[CH3:13])[CH:7]=[C:8]([Cl:11])[C:9]=1[CH3:10]. Product: [Br:3][C:4]1[C:5]([O:15][CH2:16][CH3:17])=[C:6]([CH:12]([OH:14])[CH3:13])[CH:7]=[C:8]([Cl:11])[C:9]=1[CH3:10]. The catalyst class is: 5.